This data is from Peptide-MHC class I binding affinity with 185,985 pairs from IEDB/IMGT. The task is: Regression. Given a peptide amino acid sequence and an MHC pseudo amino acid sequence, predict their binding affinity value. This is MHC class I binding data. The peptide sequence is RPALVVDTP. The MHC is HLA-A03:01 with pseudo-sequence HLA-A03:01. The binding affinity (normalized) is 0.0847.